Dataset: Catalyst prediction with 721,799 reactions and 888 catalyst types from USPTO. Task: Predict which catalyst facilitates the given reaction. (1) Reactant: [OH:1][C:2]1[C:11]([OH:12])=[N:10][C:9]2[C:4](=[CH:5][CH:6]=[CH:7][C:8]=2[N+:13]([O-])=O)[N:3]=1.C(=O)([O-])[O-].[K+].[K+].Cl. Product: [OH:1][C:2]1[C:11]([OH:12])=[N:10][C:9]2[C:4](=[CH:5][CH:6]=[CH:7][C:8]=2[NH2:13])[N:3]=1. The catalyst class is: 24. (2) Reactant: [N+:1]([C:4]1[CH:8]=[CH:7][NH:6][CH:5]=1)([O-:3])=[O:2].[O:9]1CCC[CH2:10]1.C=O.[OH-].C([N+](CCCC)(CCCC)CCCC)CCC. Product: [OH:9][CH2:10][N:6]1[CH:7]=[CH:8][C:4]([N+:1]([O-:3])=[O:2])=[CH:5]1. The catalyst class is: 6. (3) Reactant: [NH2:1][CH2:2][C@@H:3]1[C@H:7]([OH:8])[CH2:6][C@@H:5]([C:9]([O:11][C:12]([CH3:15])([CH3:14])[CH3:13])=[O:10])[CH2:4]1.CCN(CC)CC.[CH2:23]([O:30][C:31](ON1C(=O)CCC1=O)=[O:32])[C:24]1[CH:29]=[CH:28][CH:27]=[CH:26][CH:25]=1. Product: [OH:8][C@H:7]1[C@@H:3]([CH2:2][NH:1][C:31]([O:30][CH2:23][C:24]2[CH:29]=[CH:28][CH:27]=[CH:26][CH:25]=2)=[O:32])[CH2:4][C@H:5]([C:9]([O:11][C:12]([CH3:15])([CH3:14])[CH3:13])=[O:10])[CH2:6]1. The catalyst class is: 2. (4) Product: [C:7]1([C:5]2[N:6]=[C:2]([NH:1][C:13]([C:14]3[CH:22]=[CH:21][CH:20]=[CH:19][C:15]=3[C:16]([OH:18])=[O:17])=[O:23])[S:3][CH:4]=2)[CH:12]=[CH:11][CH:10]=[CH:9][CH:8]=1. Reactant: [NH2:1][C:2]1[S:3][CH:4]=[C:5]([C:7]2[CH:12]=[CH:11][CH:10]=[CH:9][CH:8]=2)[N:6]=1.[C:13]1(=[O:23])[O:18][C:16](=[O:17])[C:15]2=[CH:19][CH:20]=[CH:21][CH:22]=[C:14]12. The catalyst class is: 17. (5) Reactant: Br[C:2]1[CH:7]=[CH:6][C:5]([C:8]2[NH:12][C:11]([C@@H:13]3[CH2:17][C@H:16]([CH3:18])[CH2:15][N:14]3[C:19]([O:21][C:22]([CH3:25])([CH3:24])[CH3:23])=[O:20])=[N:10][CH:9]=2)=[CH:4][CH:3]=1.[B:26]1([B:26]2[O:30][C:29]([CH3:32])([CH3:31])[C:28]([CH3:34])([CH3:33])[O:27]2)[O:30][C:29]([CH3:32])([CH3:31])[C:28]([CH3:34])([CH3:33])[O:27]1.CC([O-])=O.[K+]. Product: [CH3:18][C@@H:16]1[CH2:15][N:14]([C:19]([O:21][C:22]([CH3:25])([CH3:24])[CH3:23])=[O:20])[C@H:13]([C:11]2[NH:12][C:8]([C:5]3[CH:6]=[CH:7][C:2]([B:26]4[O:30][C:29]([CH3:32])([CH3:31])[C:28]([CH3:34])([CH3:33])[O:27]4)=[CH:3][CH:4]=3)=[CH:9][N:10]=2)[CH2:17]1. The catalyst class is: 75.